From a dataset of HIV replication inhibition screening data with 41,000+ compounds from the AIDS Antiviral Screen. Binary Classification. Given a drug SMILES string, predict its activity (active/inactive) in a high-throughput screening assay against a specified biological target. (1) The molecule is COc1cc(C=C2SC(c3ccccc3)N(c3cc(Cl)ccc3Cl)C2=O)cc(OC)c1OC. The result is 0 (inactive). (2) The molecule is COc1cc(C2C(Cl)C(=O)N2NC(=O)c2ccc(NC(C)=O)cc2)cc(Br)c1O. The result is 0 (inactive). (3) The compound is COc1c2c3c4c(c(OC)c(=O)c5c(O)c(Br)c(OC)c(c6c(OC)c(Br)c(O)c(c1=O)c36)c54)C(C(C)=O)=C(C)C2. The result is 0 (inactive).